Binary Classification. Given a miRNA mature sequence and a target amino acid sequence, predict their likelihood of interaction. From a dataset of Experimentally validated miRNA-target interactions with 360,000+ pairs, plus equal number of negative samples. (1) Result: 0 (no interaction). The protein sequence of the target gene is MAARPKLHYPNGRGRMESVRWVLAAAGVEFDEEFLETKEQLYKLQDGNHLLFQQVPMVEIDGMKLVQTRSILHYIADKHNLFGKNLKERTLIDMYVEGTLDLLELLIMHPFLKPDDQQKEVVNMAQKAIIRYFPVFEKILRGHGQSFLVGNQLSLADVILLQTILALEEKIPNILSAFPFLQEYTVKLSNIPTIKRFLEPGSKKKPPPDEIYVRTVYNIFRP. The miRNA is hsa-miR-5192 with sequence AGGAGAGUGGAUUCCAGGUGGU. (2) The miRNA is mmu-miR-135a-2-3p with sequence UGUAGGGAUGGAAGCCAUGAA. The protein sequence of the target gene is MHRKKVDNRIRILIENGVAERQRSLFVVVGDRGKDQVVILHHMLSKATVKARPSVLWCYKKELGFSSHRKKRMRQLQKKIKNGTLNIKQDDPFELFIAATNIRYCYYNETHKILGNTFGMCVLQDFEALTPNLLARTVETVEGGGLVVILLRTMNSLKQLYTVTMDVHSRYRTEAHQDVVGRFNERFILSLASCKKCLVIDDQLNILPISSHVATMEALPPQTPDESLGPSDLELRELKESLQDTQPVGVLVDCCKTLDQAKAVLKFIEGISEKTLRSTVALTAARGRGKSAALGLAIAG.... Result: 0 (no interaction). (3) The miRNA is hsa-miR-551b-5p with sequence GAAAUCAAGCGUGGGUGAGACC. The protein sequence of the target gene is MSGAGEALAPGPVGPQRVAEAGGGQLGSTAQGKCDKDNTEKDITQATNSHFTHGEMQDQSIWGNPSDGELIRTQPQRLPQLQTSAQVPSGEEIGKIKNGHTGLSNGNGIHHGAKHGSADNRKLSAPVSQKMHRKIQSSLSVNSDISKKSKVNAVFSQKTGSSPEDCCVHCILACLFCEFLTLCNIVLGQASCGICTSEACCCCCGDEMGDDCNCPCDMDCGIMDACCESSDCLEICMECCGICFPS. Result: 0 (no interaction). (4) The miRNA is mmu-miR-484 with sequence UCAGGCUCAGUCCCCUCCCGAU. The protein sequence of the target gene is MMGIGKNTASKSVEAGGSTEGKYEEEAKHSNFFTLPVVINGGATSSGEQDNEDTELMAIYTTENGIAEKSSLAETLDSTGSLDPQRSDMIYTIEDVPPWYLCIFLGLQHYLTCFSGTIAVPFLLADAMCVGDDQWATSQLIGTIFFCVGITTLLQTTFGCRLPLFQASAFAFLAPARAILSLDKWKCNTTEITVANGTAELLEHIWHPRIQEIQGAIIMSSLIEVVIGLLGLPGALLRYIGPLTITPTVALIGLSGFQAAGERAGKHWGIAMLTIFLVLLFSQYARNVKFPLPIYKSKKG.... Result: 0 (no interaction). (5) The miRNA is hsa-miR-939-3p with sequence CCCUGGGCCUCUGCUCCCCAG. The protein sequence of the target gene is MAHYPTRLKTRKTYSWVGRPLLDRKLHYQTYREMCVKTEGCSTEIHIQIGQFVLIEGDDDENPYVAKLLELFEDDSDPPPKKRARVQWFVRFCEVPACKRHLLGRKPGAQEIFWYDYPACDSNINAETIIGLVRVIPLAPKDVVPTNLKNEKTLFVKLSWNEKKFRPLSSELFAELNKPQESAAKCQKPVRAKSKSAESPSWTPAEHVAKRIESRHSASKSRQTPTHPLTPRARKRLELGNLGNPQMSQQTSCASLDSPGRIKRKVAFSEITSPSKRSQPDKLQTLSPALKAPEKTRETG.... Result: 1 (interaction). (6) The miRNA is hsa-miR-122-5p with sequence UGGAGUGUGACAAUGGUGUUUG. The protein sequence of the target gene is MELGELLYNKSEYIETASGNKVSRQSVLCGSQNIVLNGKTIVMNDCIIRGDLANVRVGRHCVVKSRSVIRPPFKKFSKGVAFFPLHIGDHVFIEEDCVVNAAQIGSYVHVGKNCVIGRRCVLKDCCKILDNTVLPPETVVPPFTVFSGCPGLFSGELPECTQELMIDVTKSYYQKFLPLTQV. Result: 1 (interaction). (7) The miRNA is hsa-miR-638 with sequence AGGGAUCGCGGGCGGGUGGCGGCCU. The protein sequence of the target gene is MAKSSSLNVRVVEGRALPAKDVSGSSDPYCLVKVDDEVVARTATVWRSLGPFWGEEYTVHLPLDFHQLAFYVLDEDTVGHDDIIGKISLSREAITADPRGIDSWINLSRVDPDAEVQGEICLSVQMLEDGQGRCLRCHVLQARDLAPRDISGTSDPFARVFWGSQSLETSTIKKTRFPHWDEVLELREMPGAPSPLRVELWDWDMVGKNDFLGMVEFSPKTLQQKPPKGWFRLLPFPRAEEDSGGNLGALRVKVRLIEDRVLPSQCYQPLMELLMESVQGPAEEDTASPLALLEELTLGD.... Result: 0 (no interaction). (8) The miRNA is hsa-miR-1343-5p with sequence UGGGGAGCGGCCCCCGGGUGGG. The protein sequence of the target gene is MAPVQLDNHQLIPPGGGGGSSGGGGSSSGSASAPAPPPPAAAVAAAAAAAASPGYRLSTLIEFLLHRAYSELMVLTDLLPRKSDVERKIEIVQFASRTRQLFVRLLALVKWANDAGKVEKCAMISSFLDQQAILFVDTADRLASLARDALVHARLPSFAIPYAIDVLTTGSYPRLPTCIRDKIIPPDPITKIEKQATLHQLNQILRHRLVTTDLPPQLANLTVANGRVKFRVEGEFEATLTVMGDDPEVPWRLLKLEILVEDKETGDGRALVHSMQIDFIHQLVQSRLFADEKPLQDMYN.... Result: 0 (no interaction). (9) The miRNA is hsa-miR-335-3p with sequence UUUUUCAUUAUUGCUCCUGACC. The protein sequence of the target gene is MVRTKADSVPGTYRKVVAARAPRKVLGSSTSATNSTSVSSRKAENKYAGGNPVCVRPTPKWQKGIGEFFRLSPKDSEKENQIPEEAGSSGLGKAKRKACPLQPDHTNDEKE. Result: 1 (interaction). (10) The miRNA is hsa-miR-5006-3p with sequence UUUCCCUUUCCAUCCUGGCAG. The protein sequence of the target gene is MEAEVDKLELMFQKAESDLDYIQYRLEYEIKTNHPDSASEKNPVTLLKELSVIKSRYQTLYARFKPVAVEQKESKSRICATVKKTMNMIQKLQKQTDLELSPLTKEEKTAAEQFKFHMPDL. Result: 1 (interaction).